Dataset: Full USPTO retrosynthesis dataset with 1.9M reactions from patents (1976-2016). Task: Predict the reactants needed to synthesize the given product. (1) Given the product [CH:20]1([S:25][C:26]2[CH:33]=[CH:32][CH:31]=[CH:30][C:27]=2/[CH:28]=[CH:10]/[C:9]([NH:8][CH:3]2[CH2:4][CH2:5][CH2:6][CH2:7][CH:2]2[OH:1])=[O:19])[CH2:24][CH2:23][CH2:22][CH2:21]1, predict the reactants needed to synthesize it. The reactants are: [OH:1][CH:2]1[CH2:7][CH2:6][CH2:5][CH2:4][CH:3]1[NH:8][C:9](=[O:19])[CH2:10]P(=O)(OCC)OCC.[CH:20]1([S:25][C:26]2[CH:33]=[CH:32][CH:31]=[CH:30][C:27]=2[CH:28]=O)[CH2:24][CH2:23][CH2:22][CH2:21]1. (2) Given the product [Cl:18][C:19]1[CH:24]=[CH:23][C:22]([C:2]2[C:10]3[N:9]4[CH2:11][CH2:12][NH:13][C:14](=[O:15])[C:8]4=[CH:7][C:6]=3[C:5]([F:16])=[C:4]([F:17])[CH:3]=2)=[CH:21][CH:20]=1, predict the reactants needed to synthesize it. The reactants are: Br[C:2]1[C:10]2[N:9]3[CH2:11][CH2:12][NH:13][C:14](=[O:15])[C:8]3=[CH:7][C:6]=2[C:5]([F:16])=[C:4]([F:17])[CH:3]=1.[Cl:18][C:19]1[CH:24]=[CH:23][C:22](B(O)O)=[CH:21][CH:20]=1. (3) Given the product [CH3:3][N:2]([CH3:1])[CH2:4][CH2:5][N:6]1[C:20](=[O:21])[C:15]2[CH:16]=[C:17]([NH:19][C:31]([NH:30][C:27]3[CH:28]=[CH:29][C:24]([C:22]#[N:23])=[CH:25][CH:26]=3)=[S:32])[CH:18]=[C:13]3[C:14]=2[C:9](=[CH:10][CH:11]=[CH:12]3)[C:7]1=[O:8], predict the reactants needed to synthesize it. The reactants are: [CH3:1][N:2]([CH2:4][CH2:5][N:6]1[C:20](=[O:21])[C:15]2=[CH:16][C:17]([NH2:19])=[CH:18][C:13]3[C:14]2=[C:9]([CH:10]=[CH:11][CH:12]=3)[C:7]1=[O:8])[CH3:3].[C:22]([C:24]1[CH:29]=[CH:28][C:27]([N:30]=[C:31]=[S:32])=[CH:26][CH:25]=1)#[N:23]. (4) Given the product [CH3:40][O:41][C:55]1[CH:56]=[C:57]([CH:63]=[CH:64][CH:65]=1)[CH2:58][NH:60][C:25]([C:9]1[N:10]([CH:22]([CH3:24])[CH3:23])[C:11]([CH:20]=[O:21])=[C:12]([C:13]2[CH:14]=[CH:15][C:16]([F:19])=[CH:17][CH:18]=2)[C:8]=1[C:5]1[CH:4]=[CH:3][C:2]([F:1])=[CH:7][CH:6]=1)=[O:27], predict the reactants needed to synthesize it. The reactants are: [F:1][C:2]1[CH:7]=[CH:6][C:5]([C:8]2[C:12]([C:13]3[CH:18]=[CH:17][C:16]([F:19])=[CH:15][CH:14]=3)=[C:11]([CH:20]=[O:21])[N:10]([CH:22]([CH3:24])[CH3:23])[C:9]=2[C:25]([OH:27])=O)=[CH:4][CH:3]=1.FC1C=CC(C2C(C3C=CC=CC=3)=C(C(O)=O)N(C(C)C)C=2[CH:40]=[O:41])=CC=1.N[C:55]1[CH:56]=[C:57]([CH:63]=[CH:64][CH:65]=1)[C:58]([N:60](C)C)=O. (5) Given the product [CH3:23][N:4]1[CH2:1][CH:20]=[CH:19][CH2:18][CH2:17][C:16](=[O:21])[NH:15][C@H:8]([C:9]2[CH:10]=[CH:11][CH:12]=[CH:13][CH:14]=2)[CH2:7][O:6][C:5]1=[O:22], predict the reactants needed to synthesize it. The reactants are: [CH2:1]([N:4]([CH3:23])[C:5](=[O:22])[O:6][CH2:7][C@H:8]([NH:15][C:16](=[O:21])[CH2:17][CH2:18][CH:19]=[CH2:20])[C:9]1[CH:14]=[CH:13][CH:12]=[CH:11][CH:10]=1)C=C.CO.C(Cl)Cl. (6) Given the product [Cl:1][C:2]1[C:11]2[C:6](=[CH:7][CH:8]=[CH:9][CH:10]=2)[CH:5]=[C:4]([O:12][CH:13]([CH3:15])[CH3:14])[N:3]=1, predict the reactants needed to synthesize it. The reactants are: [Cl:1][C:2]1[C:11]2[C:6](=[CH:7][CH:8]=[CH:9][CH:10]=2)[CH:5]=[C:4]([O:12][CH2:13][CH3:14])[N:3]=1.[CH:15](O)(C)C. (7) The reactants are: [CH2:1]([O:8][C:9]1[CH:14]=[C:13]([O:15][CH2:16][C:17]2[CH:22]=[CH:21][CH:20]=[CH:19][CH:18]=2)[C:12]([C:23]([CH3:25])=[CH2:24])=[CH:11][C:10]=1[C:26]([N:28]1[CH2:36][C:35]2[C:30](=[CH:31][CH:32]=[C:33]([CH2:37][CH:38]=O)[CH:34]=2)[CH2:29]1)=[O:27])[C:2]1[CH:7]=[CH:6][CH:5]=[CH:4][CH:3]=1.S(C1C=CC(C)=CC=1)(O)(=O)=O.[CH:51]1([O:56][C:57](=[O:64])[C@H:58]([CH2:60][CH:61]([CH3:63])[CH3:62])[NH2:59])[CH2:55][CH2:54][CH2:53][CH2:52]1.C(O[BH-](OC(=O)C)OC(=O)C)(=O)C.[Na+]. Given the product [CH2:1]([O:8][C:9]1[CH:14]=[C:13]([O:15][CH2:16][C:17]2[CH:18]=[CH:19][CH:20]=[CH:21][CH:22]=2)[C:12]([C:23]([CH3:25])=[CH2:24])=[CH:11][C:10]=1[C:26]([N:28]1[CH2:36][C:35]2[C:30](=[CH:31][CH:32]=[C:33]([CH2:37][CH2:38][NH:59][C@H:58]([C:57]([O:56][CH:51]3[CH2:52][CH2:53][CH2:54][CH2:55]3)=[O:64])[CH2:60][CH:61]([CH3:62])[CH3:63])[CH:34]=2)[CH2:29]1)=[O:27])[C:2]1[CH:3]=[CH:4][CH:5]=[CH:6][CH:7]=1, predict the reactants needed to synthesize it.